This data is from Forward reaction prediction with 1.9M reactions from USPTO patents (1976-2016). The task is: Predict the product of the given reaction. (1) Given the reactants Br[C:2]1[C:3]([N:22]2[CH2:26][CH2:25][C@@H:24]([CH2:27][NH:28]C(=O)OC(C)(C)C)[CH2:23]2)=[N:4][CH:5]=[C:6]([C:8](=[O:21])[NH:9][C:10]2[CH:15]=[CH:14][C:13]([O:16][C:17]([F:20])([F:19])[F:18])=[CH:12][CH:11]=2)[CH:7]=1.[CH3:36][O:37][C:38]1[N:43]=[CH:42][C:41](B(O)O)=[CH:40][CH:39]=1, predict the reaction product. The product is: [NH2:28][CH2:27][C@@H:24]1[CH2:25][CH2:26][N:22]([C:3]2[C:2]([C:41]3[CH:42]=[N:43][C:38]([O:37][CH3:36])=[CH:39][CH:40]=3)=[CH:7][C:6]([C:8]([NH:9][C:10]3[CH:15]=[CH:14][C:13]([O:16][C:17]([F:19])([F:20])[F:18])=[CH:12][CH:11]=3)=[O:21])=[CH:5][N:4]=2)[CH2:23]1. (2) Given the reactants Br[CH2:2][C:3]1[C:12]2[C:7](=[C:8]([F:14])[C:9]([F:13])=[CH:10][CH:11]=2)[NH:6][C:5](=[O:15])[CH:4]=1.[O:16]1[CH2:20][CH2:19][CH2:18][CH:17]1[C:21]1[NH:25][C:24]2[CH:26]=[CH:27][CH:28]=[CH:29][C:23]=2[N:22]=1, predict the reaction product. The product is: [F:13][C:9]1[C:8]([F:14])=[C:7]2[C:12]([C:3]([CH2:2][N:22]3[C:23]4[CH:29]=[CH:28][CH:27]=[CH:26][C:24]=4[N:25]=[C:21]3[CH:17]3[CH2:18][CH2:19][CH2:20][O:16]3)=[CH:4][C:5](=[O:15])[NH:6]2)=[CH:11][CH:10]=1.